This data is from Peptide-MHC class I binding affinity with 185,985 pairs from IEDB/IMGT. The task is: Regression. Given a peptide amino acid sequence and an MHC pseudo amino acid sequence, predict their binding affinity value. This is MHC class I binding data. The peptide sequence is TARPKRWL. The MHC is HLA-A02:06 with pseudo-sequence HLA-A02:06. The binding affinity (normalized) is 0.